From a dataset of Full USPTO retrosynthesis dataset with 1.9M reactions from patents (1976-2016). Predict the reactants needed to synthesize the given product. (1) Given the product [Cl:1][C:2]1[CH:7]=[CH:6][C:5]([N:8]2[C:12]([C:13]3[CH:18]=[C:17]([CH2:19][O:20][C@H:21]([CH3:26])[C:22]([F:24])([F:25])[F:23])[CH:16]=[C:15]([F:27])[CH:14]=3)=[CH:11][C:10]([NH:28][C:35]([C@H:32]3[CH2:31][C:30](=[O:29])[NH:34][CH2:33]3)=[O:36])=[N:9]2)=[CH:4][CH:3]=1, predict the reactants needed to synthesize it. The reactants are: [Cl:1][C:2]1[CH:7]=[CH:6][C:5]([N:8]2[C:12]([C:13]3[CH:18]=[C:17]([CH2:19][O:20][C@H:21]([CH3:26])[C:22]([F:25])([F:24])[F:23])[CH:16]=[C:15]([F:27])[CH:14]=3)=[CH:11][C:10]([NH2:28])=[N:9]2)=[CH:4][CH:3]=1.[O:29]=[C:30]1[NH:34][CH2:33][C@@H:32]([C:35](O)=[O:36])[CH2:31]1.CCN=C=NCCCN(C)C.Cl.O. (2) Given the product [ClH:1].[O:20]1[C:24]2[C:25]([NH:29][C:2]3[C:3]4[N:4]([C:16]([CH3:19])=[CH:17][CH:18]=4)[C:5]([C:8]([N:10]4[CH2:15][CH2:14][O:13][CH2:12][CH2:11]4)=[O:9])=[CH:6][N:7]=3)=[CH:26][CH:27]=[CH:28][C:23]=2[CH2:22][CH2:21]1, predict the reactants needed to synthesize it. The reactants are: [Cl:1][C:2]1[C:3]2[N:4]([C:16]([CH3:19])=[CH:17][CH:18]=2)[C:5]([C:8]([N:10]2[CH2:15][CH2:14][O:13][CH2:12][CH2:11]2)=[O:9])=[CH:6][N:7]=1.[O:20]1[C:24]2[C:25]([NH2:29])=[CH:26][CH:27]=[CH:28][C:23]=2[CH2:22][CH2:21]1. (3) Given the product [NH2:13][C:6]1[CH:7]=[C:8]([CH3:12])[C:9]([Br:11])=[CH:10][C:5]=1[C:4]([OH:14])=[O:3], predict the reactants needed to synthesize it. The reactants are: C([O:3][C:4](=[O:14])[C:5]1[CH:10]=[C:9]([Br:11])[C:8]([CH3:12])=[CH:7][C:6]=1[NH2:13])C.NC1C(Cl)=C(C=O)C(C(F)(F)F)=CC=1C(O)=O. (4) Given the product [CH3:13][O:14][C:15]1[CH:20]=[CH:19][C:18]([CH2:21][C:22]([NH:12][C:11]2[CH:10]=[CH:9][S:8][C:7]=2[C:5]2[N:4]=[CH:3][N:2]([CH3:1])[CH:6]=2)=[O:23])=[CH:17][CH:16]=1, predict the reactants needed to synthesize it. The reactants are: [CH3:1][N:2]1[CH:6]=[C:5]([C:7]2[S:8][CH:9]=[CH:10][C:11]=2[NH2:12])[N:4]=[CH:3]1.[CH3:13][O:14][C:15]1[CH:20]=[CH:19][C:18]([CH2:21][C:22](O)=[O:23])=[CH:17][CH:16]=1. (5) Given the product [S:5]1[C:4]2[C:8](=[O:10])[NH:1][CH2:2][C:3]=2[CH:7]=[CH:6]1, predict the reactants needed to synthesize it. The reactants are: [NH2:1][CH2:2][C:3]1[CH:7]=[CH:6][S:5][C:4]=1[C:8]([O:10]C)=O.Cl. (6) Given the product [NH2:1][C:4]1[CH:9]=[CH:8][C:7]([CH:10]([C:12]2[CH:17]=[CH:16][CH:15]=[CH:14][N:13]=2)[OH:11])=[C:6]([C:18]([F:21])([F:19])[F:20])[CH:5]=1, predict the reactants needed to synthesize it. The reactants are: [N:1]([C:4]1[CH:9]=[CH:8][C:7]([C:10]([C:12]2[CH:17]=[CH:16][CH:15]=[CH:14][N:13]=2)=[O:11])=[C:6]([C:18]([F:21])([F:20])[F:19])[CH:5]=1)=[N+]=[N-].[H-].[Li+].[Al+3].[H-].[H-].[H-].[OH-].[Na+].S([O-])([O-])(=O)=O.[Mg+2]. (7) Given the product [Cl:31][C:32]1[CH:40]=[CH:39][CH:38]=[C:37]([F:41])[C:33]=1[C:34]([NH:21][C:18]1[CH:19]=[C:20]2[N:12]([S:9]([C:5]3[CH:6]=[CH:7][CH:8]=[C:3]([C:2]([F:1])([F:22])[F:23])[CH:4]=3)(=[O:11])=[O:10])[N:13]=[CH:14][C:15]2=[N:16][CH:17]=1)=[O:35], predict the reactants needed to synthesize it. The reactants are: [F:1][C:2]([F:23])([F:22])[C:3]1[CH:4]=[C:5]([S:9]([N:12]2[C:20]3[C:15](=[N:16][CH:17]=[C:18]([NH2:21])[CH:19]=3)[CH:14]=[N:13]2)(=[O:11])=[O:10])[CH:6]=[CH:7][CH:8]=1.C(N(CC)CC)C.[Cl:31][C:32]1[CH:40]=[CH:39][CH:38]=[C:37]([F:41])[C:33]=1[C:34](Cl)=[O:35]. (8) Given the product [C:16]([O:20][C:21]([N:23]1[CH2:28][CH2:27][N:26]([C:2]2[CH:7]=[CH:6][C:5]([S:8]([CH:11]([CH3:13])[CH3:12])(=[O:10])=[O:9])=[C:4]([F:14])[C:3]=2[F:15])[CH2:25][CH2:24]1)=[O:22])([CH3:19])([CH3:17])[CH3:18], predict the reactants needed to synthesize it. The reactants are: F[C:2]1[CH:7]=[CH:6][C:5]([S:8]([CH:11]([CH3:13])[CH3:12])(=[O:10])=[O:9])=[C:4]([F:14])[C:3]=1[F:15].[C:16]([O:20][C:21]([N:23]1[CH2:28][CH2:27][NH:26][CH2:25][CH2:24]1)=[O:22])([CH3:19])([CH3:18])[CH3:17]. (9) Given the product [CH3:1][O:2][CH2:5][C:6]1[CH:11]=[CH:10][C:9]([CH3:12])=[C:8]([N+:13]([O-:15])=[O:14])[CH:7]=1, predict the reactants needed to synthesize it. The reactants are: [CH3:1][O-:2].[Na+].Cl[CH2:5][C:6]1[CH:11]=[CH:10][C:9]([CH3:12])=[C:8]([N+:13]([O-:15])=[O:14])[CH:7]=1.O.